This data is from Reaction yield outcomes from USPTO patents with 853,638 reactions. The task is: Predict the reaction yield, written as a fraction of the theoretical maximum amount of product (1.0 means a 100% yield; for example, 0.34 means a 34% yield). (1) The reactants are Cl.[Cl:2][C:3]1[CH:8]=[CH:7][C:6]([CH2:9][CH2:10][NH2:11])=[CH:5][C:4]=1[CH2:12][CH3:13].C[O-].[Na+].[C:17]([C:21]1[CH:28]=[CH:27][C:24]([CH:25]=O)=[CH:23][CH:22]=1)([CH3:20])([CH3:19])[CH3:18].[BH4-].[Na+].Cl.C([O-])(O)=O.[Na+]. The catalyst is CO.CCOC(C)=O. The product is [ClH:2].[C:17]([C:21]1[CH:22]=[CH:23][C:24]([CH2:25][NH:11][CH2:10][CH2:9][C:6]2[CH:7]=[CH:8][C:3]([Cl:2])=[C:4]([CH2:12][CH3:13])[CH:5]=2)=[CH:27][CH:28]=1)([CH3:20])([CH3:18])[CH3:19]. The yield is 0.836. (2) The reactants are [F-].C([N+](CCCC)(CCCC)CCCC)CCC.[C:19]([C:23]1[CH:24]=[CH:25][C:26]([CH3:63])=[C:27]([CH:62]=1)[O:28][C:29]1[S:30][CH:31]=[C:32]([C:34]([NH:36][C:37]2[C:38]([O:60][CH3:61])=[N:39][C:40]([NH:45][CH2:46][C:47]3[N:48](COCC[Si](C)(C)C)[CH:49]=[CH:50][N:51]=3)=[N:41][C:42]=2[O:43][CH3:44])=[O:35])[N:33]=1)([CH3:22])([CH3:21])[CH3:20].C(OCC)(=O)C.O. The catalyst is C1COCC1. The product is [NH:51]1[CH:50]=[CH:49][N:48]=[C:47]1[CH2:46][NH:45][C:40]1[N:39]=[C:38]([O:60][CH3:61])[C:37]([NH:36][C:34]([C:32]2[N:33]=[C:29]([O:28][C:27]3[CH:62]=[C:23]([C:19]([CH3:20])([CH3:22])[CH3:21])[CH:24]=[CH:25][C:26]=3[CH3:63])[S:30][CH:31]=2)=[O:35])=[C:42]([O:43][CH3:44])[N:41]=1. The yield is 0.520. (3) The reactants are C1CCN2C(=NCCC2)CC1.Br[CH2:13][C:14]([C:16]1[CH:21]=[CH:20][CH:19]=[CH:18][CH:17]=1)=[O:15].C1(C)C=CC(S([NH:31][NH:32]S(C2C=CC(C)=CC=2)(=O)=O)(=O)=O)=CC=1. The catalyst is C1COCC1. The product is [N+:31](=[CH:13][C:14]([C:16]1[CH:21]=[CH:20][CH:19]=[CH:18][CH:17]=1)=[O:15])=[N-:32]. The yield is 0.820. (4) The reactants are C([O:3][C:4]([C:6]1[C:7]([C:12]2[CH:17]=[CH:16][C:15]([CH3:18])=[CH:14][C:13]=2[F:19])=[N:8][O:9][C:10]=1[CH3:11])=O)C.C(OC(C1C(C2C=CC=CC=2F)=NOC=1C)=O)C. No catalyst specified. The product is [F:19][C:13]1[CH:14]=[C:15]([CH3:18])[CH:16]=[CH:17][C:12]=1[C:7]1[C:6]([CH2:4][OH:3])=[C:10]([CH3:11])[O:9][N:8]=1. The yield is 1.00. (5) The product is [CH:1]1([C:7]2[CH:12]=[CH:11][C:10]([C:13]3[NH:17][CH:16]=[C:15]([CH2:18][OH:19])[CH:14]=3)=[CH:9][CH:8]=2)[CH2:2][CH2:3][CH2:4][CH2:5][CH2:6]1. The catalyst is O1CCCC1.C1(C)C=CC=CC=1.C(OCC)(=O)C. The yield is 0.400. The reactants are [CH:1]1([C:7]2[CH:12]=[CH:11][C:10]([C:13]3[NH:17][CH:16]=[C:15]([C:18](OC)=[O:19])[CH:14]=3)=[CH:9][CH:8]=2)[CH2:6][CH2:5][CH2:4][CH2:3][CH2:2]1.[H-].C([Al+]CC(C)C)C(C)C.Cl.